This data is from Human Reference Interactome with 51,813 positive PPI pairs across 8,248 proteins, plus equal number of experimentally-validated negative pairs. The task is: Binary Classification. Given two protein amino acid sequences, predict whether they physically interact or not. (1) Result: 0 (the proteins do not interact). Protein 2 (ENSG00000110536) has sequence MAATALLEAGLARVLFYPTLLYTLFRGKVPGRAHRDWYHRIDPTVLLGALPLRSLTRQLVQDENVRGVITMNEEYETRFLCNSSQVHKWSPEEAVRAIAKIRSYIHIRPGQLDVLKEFHKQITARATKDGTFVISKT*MAATALLEAGLARVLFYPTLLYTLFRGKVPGRAHRDWYHRIDPTVLLGALPLRSLTRQLVQDENVRGVITMNEEYETRFLCNSSQEWKRLGVEQLRLSTVDMTGIPTLDNLQKGVQFALKYQSLGQCVYVHCKAGRSRSATMVAAYLIQVHKWSPEEAVRAI.... Protein 1 (ENSG00000134253) has sequence MSENRKPLLGFVSKLTSGTALGNSGKTHCPLCLGLFKAPRLLPCLHTVCTTCLEQLEPFSVVDIRGGDSDTSSEGSIFQELKPRSLQSQIGILCPVCDAQVDLPMGGVKALTIDHLAVNDVMLESLRGEGQGLVCDLCNDREVEKRCQTCKANLCHFCCQAHRRQKKTTYHTMVDLKDLKGYSRIGKPILCPVHPAEELRLFCEFCDRPVCQDCVVGEHREHPCDFTSNVIHKHGDSVWELLKGTQPHVEALEEALAQIHIINSALQKRVEAVAADVRTFSEGYIKAIEEHRDKLLKQLE.... (2) Protein 1 (ENSG00000080298) has sequence MQTSETGSDTGSTVTLQTSVASQAAVPTQVVQQVPVQQQVQQVQTVQQVQHVYPAQVQYVEGSDTVYTNGAIRTTTYPYTETQMYSQNTGGNYFDTQGSSAQVTTVVSSHSMVGTGGIQMGVTGGQLISSSGGTYLIGNSMENSGHSVTHTTRASPATIEMAIETLQKSDGLSTHRSSLLNSHLQWLLDNYETAEGVSLPRSTLYNHYLRHCQEHKLDPVNAASFGKLIRSIFMGLRTRRLGTRGNSKYHYYGIRVKPDSPLNRLQEDMQYMAMRQQPMQQKQRYKPMQKVDGVADGFTG.... Protein 2 (ENSG00000010165) has sequence MNLLPKSSREFGSVDYWEKFFQQRGKKAFEWYGTYLELCGVLHKYIKPREKVLVIGCGNSELSEQLYDVGYRDIVNIDISEVVIKQMKECNATRRPQMSFLKMDMTQMEFPDASFQVVLDKGTLDAVLTDEEEKTLQQVDRMLAEVGRVLQVGGRYLCISLAQAHILKKAVGHFSREGWMVRVHQVANSQDQVLEAEPQFSLPVFAFIMTKFRPVPGSALQIFELCAQEQRKPVRLESAERLAEAVQERQQYAWLCSQLRRKARLGSVSLDLCDGDTGEPRYTLHVVDSPTVKPSRDNHF.... Result: 0 (the proteins do not interact).